This data is from Full USPTO retrosynthesis dataset with 1.9M reactions from patents (1976-2016). The task is: Predict the reactants needed to synthesize the given product. (1) The reactants are: [C:1]([O:4][C:5](=O)[CH3:6])(=[O:3])[CH3:2].[ClH:8].NC[CH:11]([OH:14])[CH2:12]Cl.O.Cl.[N:17]1[CH:22]=CC=CC=1. Given the product [C:11]([NH:17][CH2:22][CH:5]([O:4][C:1](=[O:3])[CH3:2])[CH2:6][Cl:8])(=[O:14])[CH3:12], predict the reactants needed to synthesize it. (2) Given the product [CH3:7][N:8]([CH3:12])[CH2:9][CH2:10][O:11][C:20]1[CH:19]=[CH:18][C:15]([C:16]#[N:17])=[C:14]([F:13])[CH:21]=1, predict the reactants needed to synthesize it. The reactants are: CC(C)([O-])C.[K+].[CH3:7][N:8]([CH3:12])[CH2:9][CH2:10][OH:11].[F:13][C:14]1[CH:21]=[C:20](F)[CH:19]=[CH:18][C:15]=1[C:16]#[N:17]. (3) Given the product [N+:1]([C:4]1[CH:17]=[CH:16][C:15]([O:18][C:19]([F:20])([F:21])[F:22])=[CH:14][C:5]=1[C:6]([NH:8][CH2:9][C:10]([OH:12])=[O:11])=[O:7])([O-:3])=[O:2], predict the reactants needed to synthesize it. The reactants are: [N+:1]([C:4]1[CH:17]=[CH:16][C:15]([O:18][C:19]([F:22])([F:21])[F:20])=[CH:14][C:5]=1[C:6]([NH:8][CH2:9][C:10]([O:12]C)=[O:11])=[O:7])([O-:3])=[O:2].[OH-].[Na+].O. (4) Given the product [C:15]1([C@@H:21]([CH2:28][C:29]2[CH:34]=[CH:33][C:32]([O:48][CH2:47][CH2:46][C:37]3[CH:38]=[CH:39][C:40]4[CH2:41][CH2:42][CH2:43][NH:44][C:45]=4[N:36]=3)=[CH:31][CH:30]=2)[CH2:22][C:23]([O:25][CH2:26][CH3:27])=[O:24])[CH:20]=[CH:19][CH:18]=[CH:17][CH:16]=1, predict the reactants needed to synthesize it. The reactants are: N(C(OC(C)C)=O)=NC(OC(C)C)=O.[C:15]1([C@@H:21]([CH2:28][C:29]2[CH:34]=[CH:33][CH:32]=[CH:31][C:30]=2O)[CH2:22][C:23]([O:25][CH2:26][CH3:27])=[O:24])[CH:20]=[CH:19][CH:18]=[CH:17][CH:16]=1.[N:36]1[C:45]2[NH:44][CH2:43][CH2:42][CH2:41][C:40]=2[CH:39]=[CH:38][C:37]=1[CH2:46][CH2:47][OH:48].C1(P(C2C=CC=CC=2)C2C=CC=CC=2)C=CC=CC=1. (5) Given the product [CH3:9][N:8]1[C:7]2[CH:6]=[C:5]([C:10]3[CH:15]=[CH:14][C:13]([O:16][CH2:17][C:18]4[CH:23]=[CH:22][N:21]=[CH:20][CH:19]=4)=[C:12]([C:24]([F:27])([F:26])[F:25])[CH:11]=3)[N:4]=[C:3]([C:28]#[N:29])[C:2]=2[N:1]=[N:30]1, predict the reactants needed to synthesize it. The reactants are: [NH2:1][C:2]1[C:3]([C:28]#[N:29])=[N:4][C:5]([C:10]2[CH:15]=[CH:14][C:13]([O:16][CH2:17][C:18]3[CH:23]=[CH:22][N:21]=[CH:20][CH:19]=3)=[C:12]([C:24]([F:27])([F:26])[F:25])[CH:11]=2)=[CH:6][C:7]=1[NH:8][CH3:9].[N:30]([O-])=O.[Na+]. (6) Given the product [CH3:1][N:2]1[C:6]2[NH:7][C:8](=[O:15])[C:9]3[CH2:10][CH2:11][CH2:12][CH2:13][C:14]=3[C:5]=2[C:4]([CH:16]2[CH2:20][CH2:19][NH:18][CH2:17]2)=[N:3]1, predict the reactants needed to synthesize it. The reactants are: [CH3:1][N:2]1[C:6]2[NH:7][C:8](=[O:15])[C:9]3[CH2:10][CH2:11][CH2:12][CH2:13][C:14]=3[C:5]=2[C:4]([CH:16]2[CH2:20][CH2:19][N:18](C(OCC3C=CC=CC=3)=O)[CH2:17]2)=[N:3]1. (7) Given the product [NH:1]1[C:9]2[C:4](=[CH:5][CH:6]=[C:7]([C:10]([OH:12])=[O:11])[CH:8]=2)[CH:3]=[CH:2]1, predict the reactants needed to synthesize it. The reactants are: [NH:1]1[C:9]2[C:4](=[CH:5][CH:6]=[C:7]([C:10]([O:12]C)=[O:11])[CH:8]=2)[CH:3]=[CH:2]1.CO.O.O[Li].O. (8) Given the product [N:1]1([CH2:6]/[C:7](/[C:9]2[S:10][CH:11]=[CH:12][N:13]=2)=[CH:23]/[C:22]2[CH:43]=[CH:44][C:19]([C:17]([O:16][CH3:15])=[O:18])=[C:20]([C:45]3[CH:50]=[CH:49][CH:48]=[CH:47][CH:46]=3)[CH:21]=2)[CH:5]=[CH:4][N:3]=[CH:2]1, predict the reactants needed to synthesize it. The reactants are: [N:1]1([CH2:6][C:7]([C:9]2[S:10][CH:11]=[CH:12][N:13]=2)=O)[CH:5]=[CH:4][N:3]=[CH:2]1.[Br-].[CH3:15][O:16][C:17]([C:19]1[CH:44]=[CH:43][C:22]([CH2:23][P+](C2C=CC=CC=2)(C2C=CC=CC=2)C2C=CC=CC=2)=[CH:21][C:20]=1[C:45]1[CH:50]=[CH:49][CH:48]=[CH:47][CH:46]=1)=[O:18].C1OCCOCCOCCOCCOCCOC1.CC(C)([O-])C.[K+]. (9) Given the product [C:1]([O:5][C:6]([N:8]1[CH2:13][CH2:12][C:11]2([CH2:18][CH2:17][N:16]([C:19](=[O:21])[CH3:20])[CH2:15][CH2:14]2)[CH2:10][CH2:9]1)=[O:7])([CH3:4])([CH3:2])[CH3:3], predict the reactants needed to synthesize it. The reactants are: [C:1]([O:5][C:6]([N:8]1[CH2:13][CH2:12][C:11]2([CH2:18][CH2:17][NH:16][CH2:15][CH2:14]2)[CH2:10][CH2:9]1)=[O:7])([CH3:4])([CH3:3])[CH3:2].[C:19](OC(=O)C)(=[O:21])[CH3:20].C(N(CC)CC)C. (10) Given the product [Cl-:25].[O:28]=[C:27]([C:29]1[CH:34]=[CH:33][CH:32]=[CH:31][CH:30]=1)[CH2:26][N+:13]12[CH2:14][CH2:15][CH:16]([CH2:17][CH2:18]1)[C@@H:11]([O:10][C:8](=[O:9])[CH:7]([C:1]1[CH:6]=[CH:5][CH:4]=[CH:3][CH:2]=1)[N:19]1[CH2:24][CH2:23][S:22][CH2:21][CH2:20]1)[CH2:12]2, predict the reactants needed to synthesize it. The reactants are: [C:1]1([CH:7]([N:19]2[CH2:24][CH2:23][S:22][CH2:21][CH2:20]2)[C:8]([O:10][C@@H:11]2[CH:16]3[CH2:17][CH2:18][N:13]([CH2:14][CH2:15]3)[CH2:12]2)=[O:9])[CH:6]=[CH:5][CH:4]=[CH:3][CH:2]=1.[Cl:25][CH2:26][C:27]([C:29]1[CH:34]=[CH:33][CH:32]=[CH:31][CH:30]=1)=[O:28].